Dataset: Catalyst prediction with 721,799 reactions and 888 catalyst types from USPTO. Task: Predict which catalyst facilitates the given reaction. Product: [F:18][C:2]([F:1])([F:17])[CH2:3][O:4][C:5]1[CH:6]=[N:7][C:8]2[CH:9]([NH2:15])[CH2:10][CH2:11][CH2:12][C:13]=2[CH:14]=1. Reactant: [F:1][C:2]([F:18])([F:17])[CH2:3][O:4][C:5]1[CH:6]=[N:7][C:8]2[C:9](=[N:15]O)[CH2:10][CH2:11][CH2:12][C:13]=2[CH:14]=1. The catalyst class is: 43.